From a dataset of NCI-60 drug combinations with 297,098 pairs across 59 cell lines. Regression. Given two drug SMILES strings and cell line genomic features, predict the synergy score measuring deviation from expected non-interaction effect. (1) Drug 1: C1CN1C2=NC(=NC(=N2)N3CC3)N4CC4. Drug 2: CC1=C(N=C(N=C1N)C(CC(=O)N)NCC(C(=O)N)N)C(=O)NC(C(C2=CN=CN2)OC3C(C(C(C(O3)CO)O)O)OC4C(C(C(C(O4)CO)O)OC(=O)N)O)C(=O)NC(C)C(C(C)C(=O)NC(C(C)O)C(=O)NCCC5=NC(=CS5)C6=NC(=CS6)C(=O)NCCC[S+](C)C)O. Cell line: NCI-H322M. Synergy scores: CSS=-3.41, Synergy_ZIP=4.37, Synergy_Bliss=6.04, Synergy_Loewe=-3.01, Synergy_HSA=-0.728. (2) Drug 1: C1=C(C(=O)NC(=O)N1)F. Drug 2: CC1CCC2CC(C(=CC=CC=CC(CC(C(=O)C(C(C(=CC(C(=O)CC(OC(=O)C3CCCCN3C(=O)C(=O)C1(O2)O)C(C)CC4CCC(C(C4)OC)OCCO)C)C)O)OC)C)C)C)OC. Cell line: SR. Synergy scores: CSS=73.0, Synergy_ZIP=-5.04, Synergy_Bliss=-7.18, Synergy_Loewe=-3.35, Synergy_HSA=-1.82. (3) Drug 1: CC1=C2C(C(=O)C3(C(CC4C(C3C(C(C2(C)C)(CC1OC(=O)C(C(C5=CC=CC=C5)NC(=O)C6=CC=CC=C6)O)O)OC(=O)C7=CC=CC=C7)(CO4)OC(=O)C)O)C)OC(=O)C. Drug 2: CC1=C(N=C(N=C1N)C(CC(=O)N)NCC(C(=O)N)N)C(=O)NC(C(C2=CN=CN2)OC3C(C(C(C(O3)CO)O)O)OC4C(C(C(C(O4)CO)O)OC(=O)N)O)C(=O)NC(C)C(C(C)C(=O)NC(C(C)O)C(=O)NCCC5=NC(=CS5)C6=NC(=CS6)C(=O)NCCC[S+](C)C)O. Cell line: SK-OV-3. Synergy scores: CSS=18.3, Synergy_ZIP=-9.27, Synergy_Bliss=-2.05, Synergy_Loewe=-0.906, Synergy_HSA=0.682. (4) Drug 1: CC(CN1CC(=O)NC(=O)C1)N2CC(=O)NC(=O)C2. Drug 2: CC(C)NC(=O)C1=CC=C(C=C1)CNNC.Cl. Cell line: CCRF-CEM. Synergy scores: CSS=62.6, Synergy_ZIP=1.45, Synergy_Bliss=7.07, Synergy_Loewe=-3.21, Synergy_HSA=2.90. (5) Drug 1: CC1C(C(=O)NC(C(=O)N2CCCC2C(=O)N(CC(=O)N(C(C(=O)O1)C(C)C)C)C)C(C)C)NC(=O)C3=C4C(=C(C=C3)C)OC5=C(C(=O)C(=C(C5=N4)C(=O)NC6C(OC(=O)C(N(C(=O)CN(C(=O)C7CCCN7C(=O)C(NC6=O)C(C)C)C)C)C(C)C)C)N)C. Drug 2: CCN(CC)CCNC(=O)C1=C(NC(=C1C)C=C2C3=C(C=CC(=C3)F)NC2=O)C. Cell line: SW-620. Synergy scores: CSS=10.4, Synergy_ZIP=-2.73, Synergy_Bliss=1.93, Synergy_Loewe=-6.45, Synergy_HSA=0.820. (6) Drug 1: CC12CCC3C(C1CCC2O)C(CC4=C3C=CC(=C4)O)CCCCCCCCCS(=O)CCCC(C(F)(F)F)(F)F. Drug 2: CCCCCOC(=O)NC1=NC(=O)N(C=C1F)C2C(C(C(O2)C)O)O. Cell line: COLO 205. Synergy scores: CSS=-2.31, Synergy_ZIP=1.14, Synergy_Bliss=-0.570, Synergy_Loewe=-3.59, Synergy_HSA=-3.82. (7) Drug 1: CC1C(C(=O)NC(C(=O)N2CCCC2C(=O)N(CC(=O)N(C(C(=O)O1)C(C)C)C)C)C(C)C)NC(=O)C3=C4C(=C(C=C3)C)OC5=C(C(=O)C(=C(C5=N4)C(=O)NC6C(OC(=O)C(N(C(=O)CN(C(=O)C7CCCN7C(=O)C(NC6=O)C(C)C)C)C)C(C)C)C)N)C. Drug 2: CS(=O)(=O)OCCCCOS(=O)(=O)C. Cell line: OVCAR-8. Synergy scores: CSS=3.06, Synergy_ZIP=-6.26, Synergy_Bliss=-4.49, Synergy_Loewe=-18.0, Synergy_HSA=-4.47.